This data is from Full USPTO retrosynthesis dataset with 1.9M reactions from patents (1976-2016). The task is: Predict the reactants needed to synthesize the given product. (1) Given the product [CH:29]1([N:36]([CH3:52])[C:2]2[N:4]=[C:5]([NH:13][C:14]3[CH:15]=[CH:26][C:27]([O:49][CH3:46])=[C:20]([F:19])[CH:16]=3)[N:7]=[C:8]([NH:44][CH:41]3[CH2:40][CH2:39][N:38]([CH3:37])[CH2:43][CH2:42]3)[N:1]=2)[CH2:35][CH2:34][CH2:33][CH2:32][CH2:31][CH2:30]1, predict the reactants needed to synthesize it. The reactants are: [N:1]1[C:8](Cl)=[N:7][C:5](Cl)=[N:4][C:2]=1Cl.C([N:13](CC)[CH:14]([CH3:16])[CH3:15])(C)C.[F:19][C:20]1C=C(C=[CH:26][C:27]=1N)OC.[CH:29]1([NH2:36])[CH2:35][CH2:34][CH2:33][CH2:32][CH2:31][CH2:30]1.[CH3:37][N:38]1[CH2:43][CH2:42][CH:41]([NH:44]C)[CH2:40][CH2:39]1.[C:46](=[O:49])(O)[O-].[Na+].O1CCOC[CH2:52]1. (2) Given the product [CH2:57]([O:56][C:52]([CH2:53][O:54][C:11](=[O:12])[C@@:10]([CH2:15][OH:16])([CH3:14])[CH2:9][C@H:8]([NH2:17])[CH2:7][C:4]1[CH:5]=[CH:6][C:1]([C:25]2[CH:30]=[CH:29][CH:28]=[CH:27][CH:26]=2)=[CH:2][CH:3]=1)=[O:55])[C:58]1[CH:63]=[CH:62][CH:61]=[CH:60][CH:59]=1, predict the reactants needed to synthesize it. The reactants are: [C:1]1([C:25]2[CH:30]=[CH:29][CH:28]=[CH:27][CH:26]=2)[CH:6]=[CH:5][C:4]([CH2:7][C@@H:8]([NH:17]C(OC(C)(C)C)=O)[CH2:9][C@:10]([CH2:15][OH:16])([CH3:14])[C:11](O)=[O:12])=[CH:3][CH:2]=1.C1C=CC2N(O)N=NC=2C=1.CCN=C=NCCCN(C)C.[C:52]([O:56][CH2:57][C:58]1[CH:63]=[CH:62][CH:61]=[CH:60][CH:59]=1)(=[O:55])[CH2:53][OH:54].CN1CCOCC1.CC#N.Cl.